Dataset: Catalyst prediction with 721,799 reactions and 888 catalyst types from USPTO. Task: Predict which catalyst facilitates the given reaction. (1) Reactant: [N+:1]([C:4]1[C:8]2[N:9]=[C:10]([C:14]3[CH:19]=[CH:18][N:17]=[CH:16][CH:15]=3)[N:11]=[C:12]([OH:13])[C:7]=2[S:6][CH:5]=1)([O-])=O. Product: [NH2:1][C:4]1[C:8]2[N:9]=[C:10]([C:14]3[CH:19]=[CH:18][N:17]=[CH:16][CH:15]=3)[N:11]=[C:12]([OH:13])[C:7]=2[S:6][CH:5]=1. The catalyst class is: 475. (2) Reactant: [F:1][C:2]1[CH:7]=[C:6]([F:8])[CH:5]=[C:4]([F:9])[C:3]=1[CH:10]([C:16]([O:18]CC)=O)[C:11]([O:13]CC)=O.Cl.[NH2:22][C:23]1[NH:24][CH:25]=[CH:26][N:27]=1.C1CCN2C(=NCCC2)CC1.CN(C)C=O. Product: [OH:18][C:16]1[N:24]2[CH:25]=[CH:26][N:27]=[C:23]2[N:22]=[C:11]([OH:13])[C:10]=1[C:3]1[C:4]([F:9])=[CH:5][C:6]([F:8])=[CH:7][C:2]=1[F:1]. The catalyst class is: 408.